Task: Predict which catalyst facilitates the given reaction.. Dataset: Catalyst prediction with 721,799 reactions and 888 catalyst types from USPTO (1) Reactant: [CH2:1]([CH:8]([NH:22][C:23]([C:25]1[CH:34]=[N:33][C:32]2[C:27](=[CH:28][CH:29]=[CH:30][CH:31]=2)[N:26]=1)=[O:24])[CH:9]([OH:21])[CH2:10][CH:11]([C:18](=[NH:20])[NH2:19])[CH2:12][CH2:13][C:14]([F:17])([CH3:16])[CH3:15])[C:2]1[CH:7]=[CH:6][CH:5]=[CH:4][CH:3]=1.C(N(CC)CC)C.[C:42](Cl)(=[O:44])[CH3:43]. Product: [C:42]([N:20]=[C:18]([NH2:19])[CH:11]([CH2:12][CH2:13][C:14]([F:17])([CH3:16])[CH3:15])[CH2:10][CH:9]([OH:21])[CH:8]([NH:22][C:23]([C:25]1[CH:34]=[N:33][C:32]2[C:27](=[CH:28][CH:29]=[CH:30][CH:31]=2)[N:26]=1)=[O:24])[CH2:1][C:2]1[CH:7]=[CH:6][CH:5]=[CH:4][CH:3]=1)(=[O:44])[CH3:43]. The catalyst class is: 2. (2) Reactant: S(Cl)(Cl)=O.[CH2:5]([O:7][C:8]([NH:10][C@@H:11]([CH2:17][C:18]1[CH:23]=[CH:22][CH:21]=[CH:20][CH:19]=1)[C@H:12]([OH:16])[C:13]([OH:15])=[O:14])=[O:9])[CH3:6].[C:24]1(C)C=CC=CC=1. Product: [CH3:24][O:14][C:13](=[O:15])[C@@H:12]([OH:16])[C@@H:11]([NH:10][C:8]([O:7][CH2:5][CH3:6])=[O:9])[CH2:17][C:18]1[CH:19]=[CH:20][CH:21]=[CH:22][CH:23]=1. The catalyst class is: 5. (3) Reactant: C(OC([N:8]1[CH2:13][CH2:12][N:11]([CH:14]([C:16]2[CH:21]=[CH:20][C:19]([O:22][CH3:23])=[C:18]([CH3:24])[C:17]=2[CH3:25])[CH3:15])[CH2:10][CH2:9]1)=O)(C)(C)C.FC(F)(F)C(O)=O. Product: [CH3:23][O:22][C:19]1[CH:20]=[CH:21][C:16]([CH:14]([N:11]2[CH2:10][CH2:9][NH:8][CH2:13][CH2:12]2)[CH3:15])=[C:17]([CH3:25])[C:18]=1[CH3:24]. The catalyst class is: 4. (4) Reactant: Cl[C:2]1[C:7]([CH:8]([O:13][CH2:14][CH3:15])[C:9]([O:11][CH3:12])=[O:10])=[C:6]([CH3:16])[N:5]=[C:4]2[S:17][C:18]3[CH2:23][CH2:22][CH2:21][CH2:20][C:19]=3[C:3]=12.C(=O)([O-])[O-].[K+].[K+].[C:30]1([CH3:39])[CH:35]=[CH:34][C:33](B(O)O)=[CH:32][CH:31]=1.C(OCC)(=O)C. Product: [CH3:16][C:6]1[N:5]=[C:4]2[S:17][C:18]3[CH2:23][CH2:22][CH2:21][CH2:20][C:19]=3[C:3]2=[C:2]([C:33]2[CH:34]=[CH:35][C:30]([CH3:39])=[CH:31][CH:32]=2)[C:7]=1[CH:8]([O:13][CH2:14][CH3:15])[C:9]([O:11][CH3:12])=[O:10]. The catalyst class is: 659. (5) Product: [NH2:14][C:9]1[CH:10]=[CH:11][CH:12]=[C:13]2[C:8]=1[C:7](=[O:17])[C:6]1([NH:18][C:19](=[O:29])[C:20]3[CH:25]=[CH:24][C:23]([N+:26]([O-:28])=[O:27])=[CH:22][CH:21]=3)[C:5]3[CH:30]=[CH:31][C:32]([CH:34]([CH3:35])[CH3:36])=[CH:33][C:4]=3[O:3][C:2]12[OH:1]. The catalyst class is: 190. Reactant: [OH:1][C:2]12[C:13]3[C:8](=[C:9]([N+:14]([O-])=O)[CH:10]=[CH:11][CH:12]=3)[C:7](=[O:17])[C:6]1([NH:18][C:19](=[O:29])[C:20]1[CH:25]=[CH:24][C:23]([N+:26]([O-:28])=[O:27])=[CH:22][CH:21]=1)[C:5]1[CH:30]=[CH:31][C:32]([CH:34]([CH3:36])[CH3:35])=[CH:33][C:4]=1[O:3]2. (6) Reactant: [F:1][C:2]1[CH:9]=[C:8](F)[C:7]([F:11])=[CH:6][C:3]=1[C:4]#[N:5].[CH3:12][NH2:13]. Product: [F:1][C:2]1[CH:9]=[C:8]([NH:13][CH3:12])[C:7]([F:11])=[CH:6][C:3]=1[C:4]#[N:5]. The catalyst class is: 8. (7) Reactant: CO.[Cl:3][C:4]1[CH:5]=[C:6]([C:27]2[C:28]([CH3:42])=[CH:29][C:30]([O:33][CH2:34][C:35]([CH3:41])([CH3:40])[C:36]([O:38]C)=[O:37])=[N:31][CH:32]=2)[CH:7]=[CH:8][C:9]=1[C:10]1[N:11]([CH2:19][O:20][CH2:21][CH2:22][Si:23]([CH3:26])([CH3:25])[CH3:24])[CH:12]=[C:13]([C:15]([F:18])([F:17])[F:16])[N:14]=1.[OH-].[Na+].Cl. Product: [Cl:3][C:4]1[CH:5]=[C:6]([C:27]2[C:28]([CH3:42])=[CH:29][C:30]([O:33][CH2:34][C:35]([CH3:40])([CH3:41])[C:36]([OH:38])=[O:37])=[N:31][CH:32]=2)[CH:7]=[CH:8][C:9]=1[C:10]1[N:11]([CH2:19][O:20][CH2:21][CH2:22][Si:23]([CH3:24])([CH3:26])[CH3:25])[CH:12]=[C:13]([C:15]([F:18])([F:16])[F:17])[N:14]=1. The catalyst class is: 362. (8) Reactant: C([O:3][C:4](=O)[C:5]1[C:10]([NH:11][CH2:12][CH3:13])=[CH:9][C:8]([Cl:14])=[N:7][CH:6]=1)C.[H-].[H-].[H-].[H-].[Li+].[Al+3].C1COCC1.CO.CC(=O)OCC. Product: [Cl:14][C:8]1[N:7]=[CH:6][C:5]([CH2:4][OH:3])=[C:10]([NH:11][CH2:12][CH3:13])[CH:9]=1. The catalyst class is: 1.